From a dataset of Forward reaction prediction with 1.9M reactions from USPTO patents (1976-2016). Predict the product of the given reaction. Given the reactants C(OC(=O)[NH:7][C:8]1[CH:13]=[CH:12][C:11]([C:14]2[CH:19]=[CH:18][CH:17]=[CH:16][C:15]=2[F:20])=[CH:10][C:9]=1[NH:21][C:22](=[O:33])[CH2:23][C:24]([C:26]1[CH:31]=[CH:30][CH:29]=[C:28]([Br:32])[CH:27]=1)=O)(C)(C)C.C(O)(C(F)(F)F)=O, predict the reaction product. The product is: [Br:32][C:28]1[CH:27]=[C:26]([C:24]2[CH2:23][C:22](=[O:33])[NH:21][C:9]3[CH:10]=[C:11]([C:14]4[CH:19]=[CH:18][CH:17]=[CH:16][C:15]=4[F:20])[CH:12]=[CH:13][C:8]=3[N:7]=2)[CH:31]=[CH:30][CH:29]=1.